This data is from Peptide-MHC class I binding affinity with 185,985 pairs from IEDB/IMGT. The task is: Regression. Given a peptide amino acid sequence and an MHC pseudo amino acid sequence, predict their binding affinity value. This is MHC class I binding data. The peptide sequence is YYRGLDVSVI. The MHC is Patr-A0701 with pseudo-sequence Patr-A0701. The binding affinity (normalized) is 0.0358.